From a dataset of NCI-60 drug combinations with 297,098 pairs across 59 cell lines. Regression. Given two drug SMILES strings and cell line genomic features, predict the synergy score measuring deviation from expected non-interaction effect. (1) Drug 1: CCCS(=O)(=O)NC1=C(C(=C(C=C1)F)C(=O)C2=CNC3=C2C=C(C=N3)C4=CC=C(C=C4)Cl)F. Drug 2: C(CN)CNCCSP(=O)(O)O. Cell line: MDA-MB-435. Synergy scores: CSS=2.92, Synergy_ZIP=-12.5, Synergy_Bliss=-24.6, Synergy_Loewe=-56.4, Synergy_HSA=-25.3. (2) Drug 1: CC1=C2C(C(=O)C3(C(CC4C(C3C(C(C2(C)C)(CC1OC(=O)C(C(C5=CC=CC=C5)NC(=O)OC(C)(C)C)O)O)OC(=O)C6=CC=CC=C6)(CO4)OC(=O)C)OC)C)OC. Drug 2: C1CC(C1)(C(=O)O)C(=O)O.[NH2-].[NH2-].[Pt+2]. Cell line: K-562. Synergy scores: CSS=42.0, Synergy_ZIP=-4.40, Synergy_Bliss=-6.54, Synergy_Loewe=-10.7, Synergy_HSA=-4.24. (3) Drug 1: CS(=O)(=O)CCNCC1=CC=C(O1)C2=CC3=C(C=C2)N=CN=C3NC4=CC(=C(C=C4)OCC5=CC(=CC=C5)F)Cl. Drug 2: CNC(=O)C1=NC=CC(=C1)OC2=CC=C(C=C2)NC(=O)NC3=CC(=C(C=C3)Cl)C(F)(F)F. Cell line: CCRF-CEM. Synergy scores: CSS=-22.9, Synergy_ZIP=28.6, Synergy_Bliss=21.4, Synergy_Loewe=-15.0, Synergy_HSA=-17.2. (4) Drug 1: CC(C)(C#N)C1=CC(=CC(=C1)CN2C=NC=N2)C(C)(C)C#N. Drug 2: CN(C(=O)NC(C=O)C(C(C(CO)O)O)O)N=O. Cell line: IGROV1. Synergy scores: CSS=-0.639, Synergy_ZIP=2.57, Synergy_Bliss=4.22, Synergy_Loewe=-0.139, Synergy_HSA=0.141. (5) Drug 1: CC1C(C(=O)NC(C(=O)N2CCCC2C(=O)N(CC(=O)N(C(C(=O)O1)C(C)C)C)C)C(C)C)NC(=O)C3=C4C(=C(C=C3)C)OC5=C(C(=O)C(=C(C5=N4)C(=O)NC6C(OC(=O)C(N(C(=O)CN(C(=O)C7CCCN7C(=O)C(NC6=O)C(C)C)C)C)C(C)C)C)N)C. Drug 2: C1CNP(=O)(OC1)N(CCCl)CCCl. Cell line: NCI/ADR-RES. Synergy scores: CSS=2.51, Synergy_ZIP=-1.90, Synergy_Bliss=-0.199, Synergy_Loewe=-4.27, Synergy_HSA=-0.818.